From a dataset of Forward reaction prediction with 1.9M reactions from USPTO patents (1976-2016). Predict the product of the given reaction. (1) Given the reactants [F:1][C:2]([F:14])([F:13])[C:3]1[CH:4]=[C:5]([NH:9][C:10]([NH2:12])=[O:11])[CH:6]=[CH:7][CH:8]=1.[C:15]([C:17]1[CH:24]=[CH:23][C:20]([CH:21]=O)=[CH:19][CH:18]=1)#[N:16].O=[C:26]([CH3:37])[CH2:27][C:28]([O:30][C@@H:31]([CH3:36])[C:32]([O:34][CH3:35])=[O:33])=[O:29], predict the reaction product. The product is: [C:15]([C:17]1[CH:24]=[CH:23][C:20]([CH:21]2[C:27]([C:28]([O:30][C@@H:31]([CH3:36])[C:32]([O:34][CH3:35])=[O:33])=[O:29])=[C:26]([CH3:37])[N:9]([C:5]3[CH:6]=[CH:7][CH:8]=[C:3]([C:2]([F:13])([F:14])[F:1])[CH:4]=3)[C:10](=[O:11])[NH:12]2)=[CH:19][CH:18]=1)#[N:16]. (2) The product is: [CH2:11]([N:9]1[CH2:8][CH2:7][CH2:6][CH2:5][CH2:4][C:3]1=[O:10])[C:12]1[CH:17]=[CH:16][CH:15]=[CH:14][CH:13]=1. Given the reactants [H-].[Na+].[C:3]1(=[O:10])[NH:9][CH2:8][CH2:7][CH2:6][CH2:5][CH2:4]1.[CH2:11](Br)[C:12]1[CH:17]=[CH:16][CH:15]=[CH:14][CH:13]=1.O, predict the reaction product. (3) The product is: [ClH:42].[Cl:42][C:33]1[C:34]([C:38]([F:39])([F:40])[F:41])=[CH:35][CH:36]=[CH:37][C:32]=1[CH2:31][N:16]([CH2:17][CH:18]([C:19]1[CH:20]=[CH:21][CH:22]=[CH:23][CH:24]=1)[C:25]1[CH:30]=[CH:29][CH:28]=[CH:27][CH:26]=1)[CH2:15][CH2:14][CH2:13][O:12][C:8]1[CH:7]=[C:6]([NH:5][CH2:4][C:3]([OH:43])=[O:2])[CH:11]=[CH:10][CH:9]=1. Given the reactants C[O:2][C:3](=[O:43])[CH2:4][NH:5][C:6]1[CH:11]=[CH:10][CH:9]=[C:8]([O:12][CH2:13][CH2:14][CH2:15][N:16]([CH2:31][C:32]2[CH:37]=[CH:36][CH:35]=[C:34]([C:38]([F:41])([F:40])[F:39])[C:33]=2[Cl:42])[CH2:17][CH:18]([C:25]2[CH:30]=[CH:29][CH:28]=[CH:27][CH:26]=2)[C:19]2[CH:24]=[CH:23][CH:22]=[CH:21][CH:20]=2)[CH:7]=1.O.[OH-].[Li+].Cl, predict the reaction product. (4) The product is: [CH3:18][N:19]([CH3:35])[C@@H:20]1[CH2:24][CH2:23][N:22]([C:25]([C:27]2[CH:31]=[C:30]([CH3:32])[NH:29][C:28]=2[CH:33]=[C:10]2[C:9]3[C:13](=[CH:14][CH:15]=[CH:16][C:8]=3[C:5]3[CH:4]=[CH:3][C:2]([F:1])=[CH:7][CH:6]=3)[NH:12][C:11]2=[O:17])=[O:26])[CH2:21]1. Given the reactants [F:1][C:2]1[CH:7]=[CH:6][C:5]([C:8]2[CH:16]=[CH:15][CH:14]=[C:13]3[C:9]=2[CH2:10][C:11](=[O:17])[NH:12]3)=[CH:4][CH:3]=1.[CH3:18][N:19]([CH3:35])[C@@H:20]1[CH2:24][CH2:23][N:22]([C:25]([C:27]2[CH:31]=[C:30]([CH3:32])[NH:29][C:28]=2[CH:33]=O)=[O:26])[CH2:21]1, predict the reaction product. (5) Given the reactants [CH2:1]([O:3][CH2:4][CH2:5][N:6]1[C:10]2=[N:11][CH:12]=[CH:13][CH:14]=[C:9]2[C:8]([CH:15]2[CH2:20][CH2:19][NH:18][CH2:17][CH2:16]2)=[CH:7]1)[CH3:2].[CH3:21][O:22][C:23](=[O:34])[C:24]1[CH:29]=[CH:28][CH:27]=[CH:26][C:25]=1[O:30][CH2:31][CH2:32]Cl, predict the reaction product. The product is: [CH3:21][O:22][C:23](=[O:34])[C:24]1[CH:29]=[CH:28][CH:27]=[CH:26][C:25]=1[O:30][CH2:31][CH2:32][N:18]1[CH2:17][CH2:16][CH:15]([C:8]2[C:9]3[C:10](=[N:11][CH:12]=[CH:13][CH:14]=3)[N:6]([CH2:5][CH2:4][O:3][CH2:1][CH3:2])[CH:7]=2)[CH2:20][CH2:19]1.